Dataset: Full USPTO retrosynthesis dataset with 1.9M reactions from patents (1976-2016). Task: Predict the reactants needed to synthesize the given product. (1) Given the product [OH:17][CH2:16][CH:13]1[CH2:14][O:15][CH:10]([C:4]2[CH:3]=[C:2]([F:1])[C:7]([F:8])=[C:6]([F:9])[CH:5]=2)[O:11][CH2:12]1, predict the reactants needed to synthesize it. The reactants are: [F:1][C:2]1[CH:3]=[C:4]([C@H:10]2[O:15][CH2:14][C@H:13]([CH2:16][O:17]C3C(F)=CC(CCC)=CC=3F)[CH2:12][O:11]2)[CH:5]=[C:6]([F:9])[C:7]=1[F:8].FC1C=C(CCC)C=C(F)C=1O. (2) Given the product [CH3:20][C@:17]12[C@@:16]3([CH3:21])[C@@H:7]([C@:8]4([CH3:34])[C@@H:13]([CH2:14][CH2:15]3)[C:12]([CH3:23])([CH3:22])[C:11]([C:24]3[CH:25]=[CH:26][C:27]([C:28]([OH:30])=[O:29])=[CH:32][CH:33]=3)=[CH:10][CH2:9]4)[CH2:6][CH2:5][C@@H:4]1[C@H:3]1[C@H:35]([C:38]([CH3:40])=[CH2:39])[CH2:36][CH2:37][C@:2]1([NH:1][C:49](=[O:50])[CH2:48][C:43]1[CH:44]=[CH:45][CH:46]=[CH:47][N:42]=1)[CH2:19][CH2:18]2, predict the reactants needed to synthesize it. The reactants are: [NH2:1][C@:2]12[CH2:37][CH2:36][C@@H:35]([C:38]([CH3:40])=[CH2:39])[C@@H:3]1[C@@H:4]1[C@@:17]([CH3:20])([CH2:18][CH2:19]2)[C@@:16]2([CH3:21])[C@@H:7]([C@:8]3([CH3:34])[C@@H:13]([CH2:14][CH2:15]2)[C:12]([CH3:23])([CH3:22])[C:11]([C:24]2[CH:33]=[CH:32][C:27]([C:28]([O:30]C)=[O:29])=[CH:26][CH:25]=2)=[CH:10][CH2:9]3)[CH2:6][CH2:5]1.Cl.[N:42]1[CH:47]=[CH:46][CH:45]=[CH:44][C:43]=1[CH2:48][C:49](O)=[O:50].